The task is: Binary Classification. Given a drug SMILES string, predict its activity (active/inactive) in a high-throughput screening assay against a specified biological target.. This data is from KCNQ2 potassium channel screen with 302,405 compounds. (1) The molecule is S(=O)(=O)(c1ccc(C(=O)N2CCCCCC2)cc1)c1ccccc1. The result is 0 (inactive). (2) The molecule is O1c2cc(C(=O)NC(c3cc(c(cc3)C)C)C)ccc2OC1. The result is 1 (active).